From a dataset of Reaction yield outcomes from USPTO patents with 853,638 reactions. Predict the reaction yield, written as a fraction of the theoretical maximum amount of product (1.0 means a 100% yield; for example, 0.34 means a 34% yield). (1) The reactants are [CH3:1][C:2]1[C:7]([NH2:8])=[CH:6][C:5]([CH:9]2[CH2:14][CH2:13][N:12]([CH3:15])[CH2:11][C:10]2([CH3:17])[CH3:16])=[CH:4][N:3]=1.[C:18]([O:22][C:23]([NH:25][C:26](=[N:29][C:30]([O:32][C:33]([CH3:36])([CH3:35])[CH3:34])=[O:31])SC)=[O:24])([CH3:21])([CH3:20])[CH3:19]. The catalyst is C(Cl)Cl.[Hg](Cl)Cl. The product is [C:33]([O:32][C:30](=[O:31])[NH:29]/[C:26](/[NH:8][C:7]1[C:2]([CH3:1])=[N:3][CH:4]=[C:5]([CH:9]2[CH2:14][CH2:13][N:12]([CH3:15])[CH2:11][C:10]2([CH3:17])[CH3:16])[CH:6]=1)=[N:25]\[C:23](=[O:24])[O:22][C:18]([CH3:21])([CH3:20])[CH3:19])([CH3:36])([CH3:34])[CH3:35]. The yield is 0.480. (2) The reactants are Cl.[NH2:2][C@@H:3]1[C:11]2[C:6](=[C:7]([C:12]3[S:16][C:15]([C:17]4[CH:18]=[CH:19][C:20]([O:25][CH:26]([CH3:28])[CH3:27])=[C:21]([CH:24]=4)[C:22]#[N:23])=[N:14][N:13]=3)[CH:8]=[CH:9][CH:10]=2)[CH2:5][CH2:4]1.Cl[CH2:30][CH2:31][S:32](Cl)(=[O:34])=[O:33]. The catalyst is C(Cl)Cl. The product is [C:22]([C:21]1[CH:24]=[C:17]([C:15]2[S:16][C:12]([C:7]3[CH:8]=[CH:9][CH:10]=[C:11]4[C:6]=3[CH2:5][CH2:4][C@@H:3]4[NH:2][S:32]([CH:31]=[CH2:30])(=[O:34])=[O:33])=[N:13][N:14]=2)[CH:18]=[CH:19][C:20]=1[O:25][CH:26]([CH3:28])[CH3:27])#[N:23]. The yield is 0.660. (3) The reactants are Br[C:2]1[CH:7]=[C:6]([C:8]([CH3:11])([CH3:10])[CH3:9])[C:5]([N+:12]([O-:14])=[O:13])=[CH:4][C:3]=1[NH2:15].CCN(CC)CC.[CH3:23][Si:24]([C:27]#[CH:28])([CH3:26])[CH3:25]. The catalyst is C1(C)C=CC=CC=1.O.Cl[Pd](Cl)([P](C1C=CC=CC=1)(C1C=CC=CC=1)C1C=CC=CC=1)[P](C1C=CC=CC=1)(C1C=CC=CC=1)C1C=CC=CC=1.[Cu]I. The product is [C:8]([C:6]1[C:5]([N+:12]([O-:14])=[O:13])=[CH:4][C:3]([NH:15][C:28]#[C:27][Si:24]([CH3:26])([CH3:25])[CH3:23])=[CH:2][CH:7]=1)([CH3:11])([CH3:10])[CH3:9]. The yield is 0.810. (4) The reactants are [Cl:1][CH2:2][C:3]1[CH:8]=[CH:7][C:6]([C:9]2[C:13]([C:14]([O:16]C)=[O:15])=[CH:12][O:11][N:10]=2)=[CH:5][CH:4]=1.O.[OH-].[Li+]. The catalyst is C1COCC1.O. The product is [Cl:1][CH2:2][C:3]1[CH:4]=[CH:5][C:6]([C:9]2[C:13]([C:14]([OH:16])=[O:15])=[CH:12][O:11][N:10]=2)=[CH:7][CH:8]=1. The yield is 1.00.